From a dataset of Full USPTO retrosynthesis dataset with 1.9M reactions from patents (1976-2016). Predict the reactants needed to synthesize the given product. (1) Given the product [CH3:11][C:9]1[CH:10]=[C:6]([C:4]([OH:5])=[O:3])[NH:7][C:8]=1[CH:12]=[C:13]1[C:21]2[C:16](=[CH:17][CH:18]=[CH:19][CH:20]=2)[NH:15][C:14]1=[O:22], predict the reactants needed to synthesize it. The reactants are: C([O:3][C:4]([C:6]1[NH:7][C:8]([CH:12]=[C:13]2[C:21]3[C:16](=[CH:17][CH:18]=[CH:19][CH:20]=3)[NH:15][C:14]2=[O:22])=[C:9]([CH3:11])[CH:10]=1)=[O:5])C.[Li+].[OH-].Cl. (2) Given the product [Cl:26][CH2:27][C:28]1[CH:35]=[CH:34][C:31]([CH2:32][N:13]([S:10]([C:5]2[CH:6]=[CH:7][CH:8]=[CH:9][C:4]=2[N+:1]([O-:3])=[O:2])(=[O:12])=[O:11])[C:14]2[CH:19]=[CH:18][C:17]([CH2:20][CH2:21][C:22]([O:24][CH3:25])=[O:23])=[CH:16][CH:15]=2)=[CH:30][CH:29]=1, predict the reactants needed to synthesize it. The reactants are: [N+:1]([C:4]1[CH:9]=[CH:8][CH:7]=[CH:6][C:5]=1[S:10]([NH:13][C:14]1[CH:19]=[CH:18][C:17]([CH2:20][CH2:21][C:22]([O:24][CH3:25])=[O:23])=[CH:16][CH:15]=1)(=[O:12])=[O:11])([O-:3])=[O:2].[Cl:26][CH2:27][C:28]1[CH:35]=[CH:34][C:31]([CH2:32]O)=[CH:30][CH:29]=1.C1(P(C2C=CC=CC=2)C2C=CC=CC=2)C=CC=CC=1.N(C(OCC)=O)=NC(OCC)=O. (3) The reactants are: [F:1][C:2]1[CH:7]=[CH:6][CH:5]=[C:4]([F:8])[C:3]=1[C:9]1[N:13]([S:14]([C:17]2[CH:18]=[N:19][CH:20]=[CH:21][CH:22]=2)(=[O:16])=[O:15])[CH:12]=[C:11]([CH:23]=[O:24])[CH:10]=1.[Cl:25]N1C(=O)CCC1=O.O. Given the product [Cl:25][C:12]1[N:13]([S:14]([C:17]2[CH:18]=[N:19][CH:20]=[CH:21][CH:22]=2)(=[O:16])=[O:15])[C:9]([C:3]2[C:2]([F:1])=[CH:7][CH:6]=[CH:5][C:4]=2[F:8])=[CH:10][C:11]=1[CH:23]=[O:24], predict the reactants needed to synthesize it.